Dataset: Full USPTO retrosynthesis dataset with 1.9M reactions from patents (1976-2016). Task: Predict the reactants needed to synthesize the given product. (1) Given the product [OH:10][CH2:9][CH2:8][C:2]1([CH3:1])[O:7][CH2:6][CH2:5][N:4]([C:19]([O:21][CH2:22][C:23]2[CH:28]=[CH:27][CH:26]=[CH:25][CH:24]=2)=[O:20])[CH2:3]1, predict the reactants needed to synthesize it. The reactants are: [CH3:1][C:2]1([CH2:8][CH2:9][OH:10])[O:7][CH2:6][CH2:5][NH:4][CH2:3]1.C(N(CC)CC)C.Cl[C:19]([O:21][CH2:22][C:23]1[CH:28]=[CH:27][CH:26]=[CH:25][CH:24]=1)=[O:20]. (2) Given the product [CH3:23][C:15]1[CH:16]=[CH:11][C:12]([S:17]([O:10][CH2:9][C:3]2([O:2][CH3:1])[CH2:8][CH2:7][O:6][CH2:5][CH2:4]2)(=[O:18])=[O:19])=[CH:13][CH:14]=1, predict the reactants needed to synthesize it. The reactants are: [CH3:1][O:2][C:3]1([CH2:9][OH:10])[CH2:8][CH2:7][O:6][CH2:5][CH2:4]1.[C:11]1(C)[C:12]([S:17](Cl)(=[O:19])=[O:18])=[CH:13][CH:14]=[CH:15][CH:16]=1.N1C=CC=C[CH:23]=1. (3) Given the product [C:21]1([CH2:20][CH2:19][N:16]2[CH2:15][CH2:14][C:13]3([NH:12][C:11](=[O:28])[C:10]4[CH:29]=[C:6](/[CH:5]=[CH:4]/[C:3]([OH:30])=[O:2])[CH:7]=[CH:8][C:9]=4[O:27]3)[CH2:18][CH2:17]2)[CH:22]=[CH:23][CH:24]=[CH:25][CH:26]=1, predict the reactants needed to synthesize it. The reactants are: C[O:2][C:3](=[O:30])/[CH:4]=[CH:5]/[C:6]1[CH:7]=[CH:8][C:9]2[O:27][C:13]3([CH2:18][CH2:17][N:16]([CH2:19][CH2:20][C:21]4[CH:26]=[CH:25][CH:24]=[CH:23][CH:22]=4)[CH2:15][CH2:14]3)[NH:12][C:11](=[O:28])[C:10]=2[CH:29]=1.[OH-].[Na+].Cl. (4) Given the product [CH3:26][N:16]1[C:15]([CH2:14][O:13][C:10]2[CH:11]=[CH:12][C:7]([C:6]([OH:27])=[O:5])=[CH:8][N:9]=2)=[C:19]([C:20]2[CH:25]=[CH:24][CH:23]=[CH:22][N:21]=2)[N:18]=[N:17]1, predict the reactants needed to synthesize it. The reactants are: O.[OH-].[Li+].C[O:5][C:6](=[O:27])[C:7]1[CH:12]=[CH:11][C:10]([O:13][CH2:14][C:15]2[N:16]([CH3:26])[N:17]=[N:18][C:19]=2[C:20]2[CH:25]=[CH:24][CH:23]=[CH:22][N:21]=2)=[N:9][CH:8]=1. (5) Given the product [F:1][C:2]1[CH:3]=[C:4]([C:8]2[CH:22]=[CH:21][C:11]([C:12]([NH2:14])=[O:13])=[CH:10][N:9]=2)[CH:5]=[CH:6][CH:7]=1, predict the reactants needed to synthesize it. The reactants are: [F:1][C:2]1[CH:3]=[C:4]([C:8]2[CH:22]=[CH:21][C:11]([C:12]([NH:14][C@H]3[C@H](O)CNC3)=[O:13])=[CH:10][N:9]=2)[CH:5]=[CH:6][CH:7]=1.ClC1N=C(C)C=CC=1C#N.C(O)CCC.O. (6) Given the product [NH2:32][C:26](=[O:27])[CH2:25][O:24][C@H:10]1[C@H:9]2[CH2:23][C@H:12]([C@@H:13]([C:14]([N:16]3[CH2:20][CH2:19][CH2:18][C@H:17]3[C:21]#[N:22])=[O:15])[N:8]2[C:6]([O:5][C:1]([CH3:3])([CH3:4])[CH3:2])=[O:7])[CH2:11]1, predict the reactants needed to synthesize it. The reactants are: [C:1]([O:5][C:6]([N:8]1[C@H:13]([C:14]([N:16]2[CH2:20][CH2:19][CH2:18][C@H:17]2[C:21]#[N:22])=[O:15])[C@H:12]2[CH2:23][C@@H:9]1[C@H:10]([O:24][CH2:25][C:26](O)=[O:27])[CH2:11]2)=[O:7])([CH3:4])([CH3:3])[CH3:2].[OH-].[NH4+].O[N:32]1C2N=CC=CC=2N=N1.Cl.CN(C)CCCN=C=NCC. (7) Given the product [CH3:21][S:18]([O:10][CH2:1][CH2:2][CH2:3][CH2:4][CH2:5][CH2:6][CH2:7][CH2:8][CH3:9])(=[O:20])=[O:19], predict the reactants needed to synthesize it. The reactants are: [CH2:1]([OH:10])[CH2:2][CH2:3][CH2:4][CH2:5][CH2:6][CH2:7][CH2:8][CH3:9].C(N(CC)CC)C.[S:18](Cl)([CH3:21])(=[O:20])=[O:19].CC1C=CN=C(N)C=1C. (8) Given the product [Br:16][C:17]1[CH:22]=[C:21]([N+:23]([O-:25])=[O:24])[CH:20]=[CH:19][C:18]=1[O:12][C:5]1[CH:6]=[C:7]([CH:10]=[CH:11][C:4]=1[O:3][CH:2]([F:13])[F:1])[CH:8]=[O:9], predict the reactants needed to synthesize it. The reactants are: [F:1][CH:2]([F:13])[O:3][C:4]1[CH:11]=[CH:10][C:7]([CH:8]=[O:9])=[CH:6][C:5]=1[OH:12].[F-].[K+].[Br:16][C:17]1[CH:22]=[C:21]([N+:23]([O-:25])=[O:24])[CH:20]=[CH:19][C:18]=1F.